From a dataset of Full USPTO retrosynthesis dataset with 1.9M reactions from patents (1976-2016). Predict the reactants needed to synthesize the given product. (1) The reactants are: Cl[C:2]1[N:7]=[C:6]([NH:8][N:9]=[CH:10][C:11]2[CH:16]=[CH:15][C:14]([O:17][C:18]([F:21])([F:20])[F:19])=[CH:13][CH:12]=2)[N:5]=[C:4]([NH:22][C:23]2[CH:28]=[CH:27][C:26]([F:29])=[C:25]([C:30]([F:33])([F:32])[F:31])[CH:24]=2)[N:3]=1.C(N(C(C)C)CC)(C)C.[NH2:43][CH2:44][C:45]1[CH:46]=[N:47][C:48]([Cl:51])=[CH:49][CH:50]=1. Given the product [Cl:51][C:48]1[N:47]=[CH:46][C:45]([CH2:44][NH:43][C:2]2[N:3]=[C:4]([NH:22][C:23]3[CH:28]=[CH:27][C:26]([F:29])=[C:25]([C:30]([F:33])([F:32])[F:31])[CH:24]=3)[N:5]=[C:6]([NH:8][N:9]=[CH:10][C:11]3[CH:16]=[CH:15][C:14]([O:17][C:18]([F:19])([F:20])[F:21])=[CH:13][CH:12]=3)[N:7]=2)=[CH:50][CH:49]=1, predict the reactants needed to synthesize it. (2) Given the product [CH3:22][C:6]1[C:7]([C:12]2[CH:17]=[CH:16][CH:15]=[C:14]([C:18]([F:21])([F:20])[F:19])[CH:13]=2)=[N:8][C:9]2[C:4]([C:5]=1[C:23]([O:25][CH3:26])=[O:24])=[CH:3][C:2]([S:28][CH3:27])=[CH:11][CH:10]=2, predict the reactants needed to synthesize it. The reactants are: F[C:2]1[CH:3]=[C:4]2[C:9](=[CH:10][CH:11]=1)[N:8]=[C:7]([C:12]1[CH:17]=[CH:16][CH:15]=[C:14]([C:18]([F:21])([F:20])[F:19])[CH:13]=1)[C:6]([CH3:22])=[C:5]2[C:23]([O:25][CH3:26])=[O:24].[CH3:27][S-:28].[Na+].[H-].[Na+].CI. (3) Given the product [NH2:12][C:11]1[C:18]([O:19][CH3:20])=[C:7]([F:6])[C:8]([I:22])=[C:9]([CH3:21])[C:10]=1[C:15]([NH2:5])=[O:14], predict the reactants needed to synthesize it. The reactants are: C([O-])(=O)C.[NH4+:5].[F:6][C:7]1[C:8]([I:22])=[C:9]([CH3:21])[C:10]2[C:15](=O)[O:14]C(=O)[NH:12][C:11]=2[C:18]=1[O:19][CH3:20]. (4) Given the product [OH:6][C:7]1[CH:24]=[CH:23][C:10]2[CH2:11][CH:12]([CH2:18][C:19]([O:21][CH3:22])=[O:20])[C:13](=[O:17])[N:14]([CH3:16])[CH2:15][C:9]=2[CH:8]=1, predict the reactants needed to synthesize it. The reactants are: [Cl-].[Al+3].[Cl-].[Cl-].C[O:6][C:7]1[CH:24]=[CH:23][C:10]2[CH2:11][CH:12]([CH2:18][C:19]([O:21][CH3:22])=[O:20])[C:13](=[O:17])[N:14]([CH3:16])[CH2:15][C:9]=2[CH:8]=1.C(S)C. (5) Given the product [Br:1][C:2]1[CH:3]=[C:4]2[C:8](=[CH:9][CH:10]=1)[CH2:7][NH:6][CH2:5]2, predict the reactants needed to synthesize it. The reactants are: [Br:1][C:2]1[CH:3]=[C:4]2[C:8](=[CH:9][CH:10]=1)[C:7](=O)[NH:6][C:5]2=O.CO.Cl. (6) Given the product [Br:1][C:2]1[C:3]([NH:9][CH:10]2[CH2:14][CH2:13][CH2:12][CH2:11]2)=[N:4][C:5]([S:20]([CH3:22])(=[O:18])=[O:21])=[N:6][CH:7]=1, predict the reactants needed to synthesize it. The reactants are: [Br:1][C:2]1[C:3]([NH:9][CH:10]2[CH2:14][CH2:13][CH2:12][CH2:11]2)=[N:4][C:5](Cl)=[N:6][CH:7]=1.C[S-].[Na+].[OH2:18].C[S:20]([CH3:22])=[O:21]. (7) Given the product [CH3:1][O:2][C:3](=[O:30])[CH2:4][CH:5]1[C:9]2[CH:10]=[CH:11][C:12]([O:14][C@H:15]3[C:23]4[C:18](=[C:19]([CH:24]5[CH2:25][CH2:26][O:27][CH2:28][CH2:29]5)[CH:20]=[CH:21][CH:22]=4)[CH2:17][CH2:16]3)=[CH:13][C:8]=2[O:7][CH2:6]1, predict the reactants needed to synthesize it. The reactants are: [CH3:1][O:2][C:3](=[O:30])[CH2:4][CH:5]1[C:9]2[CH:10]=[CH:11][C:12]([O:14][C@H:15]3[C:23]4[C:18](=[C:19]([C:24]5[CH2:25][CH2:26][O:27][CH2:28][CH:29]=5)[CH:20]=[CH:21][CH:22]=4)[CH2:17][CH2:16]3)=[CH:13][C:8]=2[O:7][CH2:6]1.